The task is: Predict the product of the given reaction.. This data is from Forward reaction prediction with 1.9M reactions from USPTO patents (1976-2016). (1) Given the reactants [Cl:1][C:2]1[CH:3]=[C:4]([CH3:18])[C:5]2[O:10][CH:9]([C:11]3[CH:16]=[CH:15][CH:14]=[CH:13][CH:12]=3)[CH2:8][NH:7][C:6]=2[CH:17]=1.N1C=CC=CC=1.[CH2:25]([O:27][C:28](=[O:34])/[CH:29]=[CH:30]/[C:31](Cl)=[O:32])[CH3:26], predict the reaction product. The product is: [CH2:25]([O:27][C:28](=[O:34])/[CH:29]=[CH:30]/[C:31]([N:7]1[C:6]2[CH:17]=[C:2]([Cl:1])[CH:3]=[C:4]([CH3:18])[C:5]=2[O:10][CH:9]([C:11]2[CH:16]=[CH:15][CH:14]=[CH:13][CH:12]=2)[CH2:8]1)=[O:32])[CH3:26]. (2) Given the reactants C[O:2][C:3](=[O:16])[CH:4]=[CH:5][C:6]1[CH:11]=[CH:10][C:9]([F:12])=[CH:8][C:7]=1[NH:13][CH2:14][CH3:15].[Li+].[OH-], predict the reaction product. The product is: [F:12][C:9]1[CH:10]=[CH:11][C:6]([CH:5]=[CH:4][C:3]([OH:16])=[O:2])=[C:7]([NH:13][CH2:14][CH3:15])[CH:8]=1. (3) Given the reactants [CH2:1]([NH:8][C:9](=[O:20])[NH:10][CH2:11][C:12]([CH3:19])([CH3:18])[C:13]([O:15]CC)=[O:14])[C:2]1[CH:7]=[CH:6][CH:5]=[CH:4][CH:3]=1.O.[OH-].[Li+], predict the reaction product. The product is: [CH2:1]([NH:8][C:9](=[O:20])[NH:10][CH2:11][C:12]([CH3:18])([CH3:19])[C:13]([OH:15])=[O:14])[C:2]1[CH:3]=[CH:4][CH:5]=[CH:6][CH:7]=1. (4) Given the reactants [F:1][C:2]1[CH:3]=[C:4]([CH:9]2[S:14][CH2:13][CH2:12][CH2:11][S:10]2)[CH:5]=[C:6]([F:8])[CH:7]=1.[Li]CCCC.[F:20][CH:21]([F:31])[O:22][C:23]1[CH:24]=[C:25]([CH:28]=[CH:29][CH:30]=1)[CH:26]=[O:27], predict the reaction product. The product is: [F:20][CH:21]([F:31])[O:22][C:23]1[CH:24]=[C:25]([CH:26]([C:9]2([C:4]3[CH:5]=[C:6]([F:8])[CH:7]=[C:2]([F:1])[CH:3]=3)[S:10][CH2:11][CH2:12][CH2:13][S:14]2)[OH:27])[CH:28]=[CH:29][CH:30]=1. (5) Given the reactants Br[CH2:2]/[CH:3]=[CH:4]/[C:5]([NH:7][C:8]1[CH:9]=[C:10]2[C:15](=[CH:16][C:17]=1[O:18][CH2:19][CH3:20])[N:14]=[CH:13][N:12]=[C:11]2[NH:21][C:22]1[CH:27]=[CH:26][CH:25]=[C:24]([C:28]#[CH:29])[CH:23]=1)=[O:6].CCN(C(C)C)C(C)C.[O:39]1[C@H:44]2[CH2:45][NH:46][CH2:47][C@H:43]2[O:42][CH2:41][CH2:40]1.O, predict the reaction product. The product is: [CH2:19]([O:18][C:17]1[CH:16]=[C:15]2[C:10]([C:11]([NH:21][C:22]3[CH:27]=[CH:26][CH:25]=[C:24]([C:28]#[CH:29])[CH:23]=3)=[N:12][CH:13]=[N:14]2)=[CH:9][C:8]=1[NH:7][C:5](=[O:6])/[CH:4]=[CH:3]/[CH2:2][N:46]1[CH2:45][C@H:44]2[O:39][CH2:40][CH2:41][O:42][C@H:43]2[CH2:47]1)[CH3:20]. (6) Given the reactants [CH2:1]([O:3][C:4]([CH:6]1[CH2:11][CH2:10][NH:9][CH2:8][CH2:7]1)=[O:5])[CH3:2].C(N(CC)CC)C.[C:19](O[C:19]([O:21][C:22]([CH3:25])([CH3:24])[CH3:23])=[O:20])([O:21][C:22]([CH3:25])([CH3:24])[CH3:23])=[O:20], predict the reaction product. The product is: [CH2:1]([O:3][C:4]([CH:6]1[CH2:11][CH2:10][N:9]([C:19]([O:21][C:22]([CH3:25])([CH3:24])[CH3:23])=[O:20])[CH2:8][CH2:7]1)=[O:5])[CH3:2].